From a dataset of Forward reaction prediction with 1.9M reactions from USPTO patents (1976-2016). Predict the product of the given reaction. (1) Given the reactants [CH3:1][C:2]1([CH3:23])[C:11]2[C:6](=[CH:7][CH:8]=[C:9]([C:12]([F:15])([F:14])[F:13])[CH:10]=2)[NH:5][CH:4]([C:16]2[CH:22]=[CH:21][CH:20]=[CH:19][C:17]=2[NH2:18])[CH2:3]1.N1C=CC=CC=1.[CH3:30][S:31](Cl)(=[O:33])=[O:32], predict the reaction product. The product is: [CH3:1][C:2]1([CH3:23])[C:11]2[C:6](=[CH:7][CH:8]=[C:9]([C:12]([F:13])([F:15])[F:14])[CH:10]=2)[NH:5][CH:4]([C:16]2[CH:22]=[CH:21][CH:20]=[CH:19][C:17]=2[NH:18][S:31]([CH3:30])(=[O:33])=[O:32])[CH2:3]1. (2) Given the reactants [F:1][C:2]([F:36])([CH2:28][CH2:29][C:30]1[CH:35]=[CH:34][CH:33]=[CH:32][CH:31]=1)[CH2:3][C:4]1[C:5]([CH3:27])=[N:6][O:7][C:8]=1[C:9]1[CH:14]=[CH:13][C:12]([C:15]2[CH:20]=[CH:19][C:18]([C:21]3([C:24](O)=[O:25])[CH2:23][CH2:22]3)=[CH:17][CH:16]=2)=[CH:11][CH:10]=1.S(Cl)(Cl)=O.[CH3:41][S:42]([NH2:45])(=[O:44])=[O:43].[H-].[Na+], predict the reaction product. The product is: [F:1][C:2]([F:36])([CH2:28][CH2:29][C:30]1[CH:31]=[CH:32][CH:33]=[CH:34][CH:35]=1)[CH2:3][C:4]1[C:5]([CH3:27])=[N:6][O:7][C:8]=1[C:9]1[CH:14]=[CH:13][C:12]([C:15]2[CH:20]=[CH:19][C:18]([C:21]3([C:24]([NH:45][S:42]([CH3:41])(=[O:44])=[O:43])=[O:25])[CH2:23][CH2:22]3)=[CH:17][CH:16]=2)=[CH:11][CH:10]=1. (3) Given the reactants [F:1][C:2]1[CH:7]=[CH:6][CH:5]=[CH:4][C:3]=1[NH:8][C:9](=[O:29])[C@H:10]([O:12][C:13]1[CH:18]=[CH:17][C:16]([O:19][C:20]([F:28])=[CH:21][C:22]2[CH:27]=[CH:26][CH:25]=[CH:24][CH:23]=2)=[CH:15][CH:14]=1)[CH3:11].[H-].[Na+].[CH3:32]I, predict the reaction product. The product is: [F:1][C:2]1[CH:7]=[CH:6][CH:5]=[CH:4][C:3]=1[N:8]([CH3:32])[C:9](=[O:29])[C@H:10]([O:12][C:13]1[CH:18]=[CH:17][C:16]([O:19][C:20]([F:28])=[CH:21][C:22]2[CH:23]=[CH:24][CH:25]=[CH:26][CH:27]=2)=[CH:15][CH:14]=1)[CH3:11].